Dataset: Full USPTO retrosynthesis dataset with 1.9M reactions from patents (1976-2016). Task: Predict the reactants needed to synthesize the given product. (1) Given the product [CH2:1]([N:8]1[C:9](=[O:12])[CH2:10][O:18][C@@H:17]2[CH2:16][O:15][CH2:14][C@@H:13]12)[C:2]1[CH:7]=[CH:6][CH:5]=[CH:4][CH:3]=1, predict the reactants needed to synthesize it. The reactants are: [CH2:1]([N:8]([C@H:13]1[C@H:17]([OH:18])[CH2:16][O:15][CH2:14]1)[C:9](=[O:12])[CH2:10]Cl)[C:2]1[CH:7]=[CH:6][CH:5]=[CH:4][CH:3]=1.CC([O-])(C)C.[K+]. (2) Given the product [F:1][C:2]([F:7])([F:6])[C:3]([NH:17][CH:9]1[CH2:10][C:11]2[C:16](=[CH:15][CH:14]=[CH:13][CH:12]=2)[CH2:8]1)=[O:4], predict the reactants needed to synthesize it. The reactants are: [F:1][C:2]([F:7])([F:6])[C:3](O)=[O:4].[CH2:8]1[C:16]2[C:11](=[CH:12][CH:13]=[CH:14][CH:15]=2)[CH2:10][CH:9]1[NH2:17].CCN(CC)CC. (3) Given the product [NH2:1][C:2]1[N:3]=[CH:4][C:5]([C:12]2[CH:20]=[C:19]([CH:18]=[C:14]([C:15]([NH:49][C@@H:50]3[C:58]4[C:53](=[CH:54][CH:55]=[CH:56][CH:57]=4)[CH2:52][CH2:51]3)=[O:17])[CH:13]=2)[C:21]([O:23][CH3:24])=[O:22])=[N:6][C:7]=1[C:8]([NH:10][CH3:11])=[O:9], predict the reactants needed to synthesize it. The reactants are: [NH2:1][C:2]1[N:3]=[CH:4][C:5]([C:12]2[CH:13]=[C:14]([CH:18]=[C:19]([C:21]([O:23][CH3:24])=[O:22])[CH:20]=2)[C:15]([OH:17])=O)=[N:6][C:7]=1[C:8]([NH:10][CH3:11])=[O:9].F[P-](F)(F)(F)(F)F.N1(OC(N(C)C)=[N+](C)C)C2N=CC=CC=2N=N1.[NH2:49][C@@H:50]1[C:58]2[C:53](=[CH:54][CH:55]=[CH:56][CH:57]=2)[CH2:52][CH2:51]1.C(N(C(C)C)CC)(C)C. (4) Given the product [Cl:13][C:10]1[CH:11]=[CH:12][C:7]([C:30]2[CH:31]=[CH:32][C:33]([O:34][CH2:35][C:36]3[CH:45]=[CH:44][C:43]4[C:38](=[CH:39][CH:40]=[CH:41][CH:42]=4)[N:37]=3)=[CH:46][CH:47]=2)=[C:8]([C:14]2[CH:19]=[CH:18][N:17]=[CH:16][CH:15]=2)[CH:9]=1, predict the reactants needed to synthesize it. The reactants are: FC(F)(F)S(O[C:7]1[CH:12]=[CH:11][C:10]([Cl:13])=[CH:9][C:8]=1[C:14]1[CH:19]=[CH:18][N:17]=[CH:16][CH:15]=1)(=O)=O.CC1(C)C(C)(C)OB([C:30]2[CH:47]=[CH:46][C:33]([O:34][CH2:35][C:36]3[CH:45]=[CH:44][C:43]4[C:38](=[CH:39][CH:40]=[CH:41][CH:42]=4)[N:37]=3)=[CH:32][CH:31]=2)O1.C([O-])([O-])=O.[Na+].[Na+]. (5) Given the product [C:5]1([N:11]2[C:15]([CH2:16][CH2:17][CH3:18])=[C:14]([CH2:19][NH:11][CH2:5][CH2:6][CH2:7][CH3:8])[C:13]([C:21]3[CH:26]=[CH:25][CH:24]=[CH:23][CH:22]=3)=[N:12]2)[CH:10]=[CH:9][CH:8]=[CH:7][CH:6]=1, predict the reactants needed to synthesize it. The reactants are: S(Cl)(Cl)=O.[C:5]1([N:11]2[C:15]([CH2:16][CH2:17][CH3:18])=[C:14]([CH2:19]O)[C:13]([C:21]3[CH:26]=[CH:25][CH:24]=[CH:23][CH:22]=3)=[N:12]2)[CH:10]=[CH:9][CH:8]=[CH:7][CH:6]=1.C(Cl)(Cl)Cl. (6) Given the product [CH3:16][N:17]1[C:11](=[O:12])[C:7]2=[CH:8][NH:9][CH:10]=[C:6]2[C:4]([CH2:3][CH:2]([CH3:15])[CH3:1])=[N:18]1, predict the reactants needed to synthesize it. The reactants are: [CH3:1][CH:2]([CH3:15])[CH2:3][C:4]([C:6]1[C:7]([C:11](OC)=[O:12])=[CH:8][NH:9][CH:10]=1)=O.[CH3:16][NH:17][NH2:18].